From a dataset of Full USPTO retrosynthesis dataset with 1.9M reactions from patents (1976-2016). Predict the reactants needed to synthesize the given product. (1) Given the product [CH2:1]([N:5]1[C:9]([CH2:10][C:11]([OH:14])([CH3:12])[CH3:13])=[C:8]([Br:22])[C:7]([C:15]#[N:16])=[N:6]1)[CH2:2][CH2:3][CH3:4], predict the reactants needed to synthesize it. The reactants are: [CH2:1]([N:5]1[C:9]([CH2:10][C:11]([OH:14])([CH3:13])[CH3:12])=[CH:8][C:7]([C:15]#[N:16])=[N:6]1)[CH2:2][CH2:3][CH3:4].C([O-])(=O)C.[K+].[Br:22]Br. (2) The reactants are: CN(C)C(N1CC=C(C2NC3N=CN=C(C4C=CC=C(NC(=O)C5C=CC(C(O)(C)C)=CC=5F)C=4C(C4C=CC=CC=4)(C4C=CC=CC=4)O[SiH2]C(C)(C)C)C=3C=2)CC1)=O.[CH3:60][N:61]([CH3:88])[C:62]([N:64]1[CH2:69][CH:68]=[C:67]([C:70]2[NH:87][C:73]3[N:74]=[CH:75][N:76]=[C:77]([C:78]4[CH:83]=[C:82]([F:84])[CH:81]=[C:80]([NH2:85])[C:79]=4[CH3:86])[C:72]=3[CH:71]=2)[CH2:66][CH2:65]1)=[O:63].FC1C=C(C(O)(C)C)C=CC=1C(O)=O.[F:103][C:104]([F:118])([F:117])[C:105]([C:108]1[CH:116]=[CH:115][C:111]([C:112](O)=[O:113])=[CH:110][CH:109]=1)([OH:107])[CH3:106]. Given the product [CH3:88][N:61]([CH3:60])[C:62]([N:64]1[CH2:65][CH:66]=[C:67]([C:70]2[NH:87][C:73]3[N:74]=[CH:75][N:76]=[C:77]([C:78]4[CH:83]=[C:82]([F:84])[CH:81]=[C:80]([NH:85][C:112](=[O:113])[C:111]5[CH:115]=[CH:116][C:108]([C:105]([OH:107])([CH3:106])[C:104]([F:103])([F:117])[F:118])=[CH:109][CH:110]=5)[C:79]=4[CH3:86])[C:72]=3[CH:71]=2)[CH2:68][CH2:69]1)=[O:63], predict the reactants needed to synthesize it. (3) Given the product [NH2:1][C:2]1[N:7]=[C:6]([C:8]2[S:12][C:11]3[CH:13]=[CH:14][C:15]([NH:17][C:18]4[CH:23]=[CH:22][N:21]=[C:20]([NH:24][CH2:25][CH2:33][N:29]([CH2:30][CH3:31])[CH2:27][CH3:28])[N:19]=4)=[CH:16][C:10]=3[C:9]=2[CH3:26])[CH:5]=[CH:4][N:3]=1, predict the reactants needed to synthesize it. The reactants are: [NH2:1][C:2]1[N:7]=[C:6]([C:8]2[S:12][C:11]3[CH:13]=[CH:14][C:15]([NH:17][C:18]4[CH:23]=[CH:22][N:21]=[C:20]([NH:24][CH3:25])[N:19]=4)=[CH:16][C:10]=3[C:9]=2[CH3:26])[CH:5]=[CH:4][N:3]=1.[CH2:27]([N:29]([CH2:33]C)[CH2:30][CH2:31]N)[CH3:28].CN. (4) The reactants are: O[CH2:2][C:3]1[N:4]=[C:5]([C@H:8]2[CH2:12][CH2:11][CH2:10][N:9]2[C:13]([O:15][CH2:16][C:17]2[CH:22]=[CH:21][CH:20]=[CH:19][CH:18]=2)=[O:14])[O:6][CH:7]=1. Given the product [CH3:2][C:3]1[N:4]=[C:5]([C@H:8]2[CH2:12][CH2:11][CH2:10][N:9]2[C:13]([O:15][CH2:16][C:17]2[CH:22]=[CH:21][CH:20]=[CH:19][CH:18]=2)=[O:14])[O:6][CH:7]=1, predict the reactants needed to synthesize it.